This data is from Full USPTO retrosynthesis dataset with 1.9M reactions from patents (1976-2016). The task is: Predict the reactants needed to synthesize the given product. (1) Given the product [C:1]([O:5][C:6](=[O:28])[CH:7]([NH:11][S:12]([C:15]1[CH:16]=[CH:17][C:18]([C:21]2[CH:22]=[CH:23][C:24]([O:27][C:37](=[O:38])[NH:36][C:33]3[CH:34]=[CH:35][C:30]([F:29])=[CH:31][CH:32]=3)=[CH:25][CH:26]=2)=[CH:19][CH:20]=1)(=[O:14])=[O:13])[CH:8]([CH3:10])[CH3:9])([CH3:3])([CH3:4])[CH3:2], predict the reactants needed to synthesize it. The reactants are: [C:1]([O:5][C:6](=[O:28])[CH:7]([NH:11][S:12]([C:15]1[CH:20]=[CH:19][C:18]([C:21]2[CH:26]=[CH:25][C:24]([OH:27])=[CH:23][CH:22]=2)=[CH:17][CH:16]=1)(=[O:14])=[O:13])[CH:8]([CH3:10])[CH3:9])([CH3:4])([CH3:3])[CH3:2].[F:29][C:30]1[CH:35]=[CH:34][C:33]([N:36]=[C:37]=[O:38])=[CH:32][CH:31]=1.CCN(CC)CC. (2) Given the product [Cl:1][C:2]1[CH:3]=[CH:4][C:5]([CH:8]([C:15]2[CH:16]=[CH:17][CH:18]=[CH:19][CH:20]=2)[N:9]2[CH2:10][CH2:11][N:12]([C:29](=[O:30])[CH2:28][CH:27]([C:21]3[CH:26]=[CH:25][CH:24]=[CH:23][CH:22]=3)[C:32]3[CH:37]=[CH:36][CH:35]=[CH:34][CH:33]=3)[CH2:13][CH2:14]2)=[CH:6][CH:7]=1, predict the reactants needed to synthesize it. The reactants are: [Cl:1][C:2]1[CH:7]=[CH:6][C:5]([CH:8]([C:15]2[CH:20]=[CH:19][CH:18]=[CH:17][CH:16]=2)[N:9]2[CH2:14][CH2:13][NH:12][CH2:11][CH2:10]2)=[CH:4][CH:3]=1.[C:21]1([CH:27]([C:32]2[CH:37]=[CH:36][CH:35]=[CH:34][CH:33]=2)[CH2:28][C:29](O)=[O:30])[CH:26]=[CH:25][CH:24]=[CH:23][CH:22]=1.C(Cl)CCl. (3) Given the product [CH2:1]([O:3][C:4](=[O:17])[C:5]1[CH:10]=[CH:9][C:8]([N:11]2[CH2:12][CH2:13][N:14]([C:22]3[C:23]4[C:28](=[CH:27][CH:26]=[CH:25][CH:24]=4)[C:19]([Cl:18])=[N:20][N:21]=3)[CH2:15][CH2:16]2)=[N:7][CH:6]=1)[CH3:2], predict the reactants needed to synthesize it. The reactants are: [CH2:1]([O:3][C:4](=[O:17])[C:5]1[CH:10]=[CH:9][C:8]([N:11]2[CH2:16][CH2:15][NH:14][CH2:13][CH2:12]2)=[N:7][CH:6]=1)[CH3:2].[Cl:18][C:19]1[C:28]2[C:23](=[CH:24][CH:25]=[CH:26][CH:27]=2)[C:22](Cl)=[N:21][N:20]=1.C(N(CC)CC)C.CN1C(=O)CCC1. (4) Given the product [Br:1][C:2]1[CH:9]=[C:8]([Br:10])[CH:7]=[CH:6][C:3]=1[CH:4]([O:12][CH:13]([CH3:15])[CH3:14])[O:5][CH3:16], predict the reactants needed to synthesize it. The reactants are: [Br:1][C:2]1[CH:9]=[C:8]([Br:10])[CH:7]=[CH:6][C:3]=1[CH2:4][OH:5].C[O:12][C:13]([CH3:15])=[CH2:14].[C:16]1(C)C=CC(S(O)(=O)=O)=CC=1.[NH+]1C=CC=CC=1.C(=O)([O-])O.[Na+]. (5) Given the product [CH3:1][CH:2]1[CH2:7][CH2:6][CH2:5][CH2:4][CH:3]1[NH:8][C:9]1[C:10]2[N:11]([CH:17]=[CH:18][CH:19]=2)[N:12]=[CH:13][C:23]=1[C:24]([OH:20])=[O:25], predict the reactants needed to synthesize it. The reactants are: [CH3:1][CH:2]1[CH2:7][CH2:6][CH2:5][CH2:4][CH:3]1[NH:8][C:9]1[C:10]2[N:11]([CH:17]=[CH:18][CH:19]=2)[N:12]=[CH:13]C=1C#N.[OH-:20].[Na+].Cl.[CH3:23][CH2:24][OH:25]. (6) Given the product [Cl:6][C:7]1[CH:8]=[C:9]([B:14]([CH:16]([O:23][CH:24]([B:31]([C:33]2[CH:38]=[CH:37][C:36]([CH3:39])=[C:35]([Cl:40])[CH:34]=2)[O:32][CH2:4][CH2:3][NH:2][CH3:1])[C:25]2[CH:30]=[CH:29][CH:28]=[CH:27][CH:26]=2)[C:17]2[CH:22]=[CH:21][CH:20]=[CH:19][CH:18]=2)[O:5][CH2:4][CH2:3][NH:2][CH3:1])[CH:10]=[CH:11][C:12]=1[CH3:13], predict the reactants needed to synthesize it. The reactants are: [CH3:1][NH:2][CH2:3][CH2:4][OH:5].[Cl:6][C:7]1[CH:8]=[C:9]([B:14]([CH:16]([O:23][CH:24]([B:31]([C:33]2[CH:38]=[CH:37][C:36]([CH3:39])=[C:35]([Cl:40])[CH:34]=2)[OH:32])[C:25]2[CH:30]=[CH:29][CH:28]=[CH:27][CH:26]=2)[C:17]2[CH:22]=[CH:21][CH:20]=[CH:19][CH:18]=2)O)[CH:10]=[CH:11][C:12]=1[CH3:13]. (7) Given the product [CH2:1]([N:4]1[C@H:8]([CH2:9][CH2:10][CH3:11])[CH2:7][O:6][S:5]1(=[O:14])=[O:12])[CH2:2][CH3:3], predict the reactants needed to synthesize it. The reactants are: [CH2:1]([N:4]1[CH:8]([CH2:9][CH2:10][CH3:11])[CH2:7][O:6][S@:5]1=[O:12])[CH2:2][CH3:3].I([O-])(=O)(=O)=[O:14].[Na+].